Dataset: Full USPTO retrosynthesis dataset with 1.9M reactions from patents (1976-2016). Task: Predict the reactants needed to synthesize the given product. (1) Given the product [C:9]([O:13][C:14]([N:16]1[C@@H:20]([C:21]2[CH:22]=[CH:23][C:24]([C:27]#[N:28])=[CH:25][CH:26]=2)[CH2:19][C@H:18]([CH2:3][CH:1]=[CH2:2])[C:17]1=[O:29])=[O:15])([CH3:12])([CH3:10])[CH3:11], predict the reactants needed to synthesize it. The reactants are: [CH:1]([N-]C(C)C)([CH3:3])[CH3:2].[Li+].[C:9]([O:13][C:14]([N:16]1[CH:20]([C:21]2[CH:26]=[CH:25][C:24]([C:27]#[N:28])=[CH:23][CH:22]=2)[CH2:19][CH2:18][C:17]1=[O:29])=[O:15])([CH3:12])([CH3:11])[CH3:10].C(I)C=C. (2) The reactants are: [OH:1][CH2:2][CH2:3][C:4]1[CH:5]=[C:6]([CH2:10][CH2:11][O:12][C:13]2[CH:14]=[C:15]([CH:19]=[CH:20][C:21]=2[O:22][CH3:23])[C:16]([OH:18])=O)[CH:7]=[CH:8][CH:9]=1.Cl.[CH3:25][O:26][C:27]([C:29]1([NH2:36])[CH2:35][CH2:34][CH2:33][CH2:32][CH2:31][CH2:30]1)=[O:28].C(Cl)CCl. Given the product [CH3:25][O:26][C:27]([C:29]1([NH:36][C:16](=[O:18])[C:15]2[CH:19]=[CH:20][C:21]([O:22][CH3:23])=[C:13]([O:12][CH2:11][CH2:10][C:6]3[CH:7]=[CH:8][CH:9]=[C:4]([CH2:3][CH2:2][OH:1])[CH:5]=3)[CH:14]=2)[CH2:30][CH2:31][CH2:32][CH2:33][CH2:34][CH2:35]1)=[O:28], predict the reactants needed to synthesize it. (3) Given the product [F:14][C:2]([F:1])([CH3:13])[CH2:3][CH2:4][CH2:5][CH2:6][N:7]1[CH:11]=[CH:10][C:9]([NH:12][C:25](=[O:26])/[CH:24]=[CH:23]/[C:19]2[CH:20]=[CH:21][CH:22]=[C:17]([C:16]([F:28])([F:29])[F:15])[CH:18]=2)=[N:8]1, predict the reactants needed to synthesize it. The reactants are: [F:1][C:2]([F:14])([CH3:13])[CH2:3][CH2:4][CH2:5][CH2:6][N:7]1[CH:11]=[CH:10][C:9]([NH2:12])=[N:8]1.[F:15][C:16]([F:29])([F:28])[C:17]1[CH:18]=[C:19](/[CH:23]=[CH:24]/[C:25](O)=[O:26])[CH:20]=[CH:21][CH:22]=1. (4) Given the product [Cl:42][C:41]1[C:33]([N:30]2[CH2:29][CH2:28][N:27]([C:24]3[N:23]=[CH:22][C:21]([C:17]4[CH:16]=[C:15]([CH:20]=[CH:19][CH:18]=4)[CH2:14][N:12]([CH3:13])[C:10](=[O:11])[CH2:9][NH:8][C:6](=[O:7])[O:5][C:1]([CH3:3])([CH3:4])[CH3:2])=[CH:26][N:25]=3)[CH2:32][CH2:31]2)=[N:34][CH:35]=[C:36]([CH2:37][OH:38])[CH:40]=1, predict the reactants needed to synthesize it. The reactants are: [C:1]([O:5][C:6]([NH:8][CH2:9][C:10]([N:12]([CH2:14][C:15]1[CH:16]=[C:17]([C:21]2[CH:22]=[N:23][C:24]([N:27]3[CH2:32][CH2:31][N:30]([C:33]4[C:41]([Cl:42])=[CH:40][C:36]([C:37](O)=[O:38])=[CH:35][N:34]=4)[CH2:29][CH2:28]3)=[N:25][CH:26]=2)[CH:18]=[CH:19][CH:20]=1)[CH3:13])=[O:11])=[O:7])([CH3:4])([CH3:3])[CH3:2].C1COCC1.C(Cl)(=O)OCC(C)C.[BH4-].[Na+].